From a dataset of NCI-60 drug combinations with 297,098 pairs across 59 cell lines. Regression. Given two drug SMILES strings and cell line genomic features, predict the synergy score measuring deviation from expected non-interaction effect. (1) Drug 1: CCN(CC)CCNC(=O)C1=C(NC(=C1C)C=C2C3=C(C=CC(=C3)F)NC2=O)C. Drug 2: CCCCC(=O)OCC(=O)C1(CC(C2=C(C1)C(=C3C(=C2O)C(=O)C4=C(C3=O)C=CC=C4OC)O)OC5CC(C(C(O5)C)O)NC(=O)C(F)(F)F)O. Cell line: NCI-H460. Synergy scores: CSS=57.5, Synergy_ZIP=2.15, Synergy_Bliss=2.84, Synergy_Loewe=-0.523, Synergy_HSA=4.20. (2) Drug 1: CN(CC1=CN=C2C(=N1)C(=NC(=N2)N)N)C3=CC=C(C=C3)C(=O)NC(CCC(=O)O)C(=O)O. Drug 2: CC(C)(C1=NC(=CC=C1)N2C3=NC(=NC=C3C(=O)N2CC=C)NC4=CC=C(C=C4)N5CCN(CC5)C)O. Cell line: OVCAR3. Synergy scores: CSS=77.1, Synergy_ZIP=-3.08, Synergy_Bliss=-4.20, Synergy_Loewe=-6.86, Synergy_HSA=-0.791. (3) Drug 1: CC1C(C(CC(O1)OC2CC(CC3=C2C(=C4C(=C3O)C(=O)C5=C(C4=O)C(=CC=C5)OC)O)(C(=O)C)O)N)O.Cl. Drug 2: CC1CCC2CC(C(=CC=CC=CC(CC(C(=O)C(C(C(=CC(C(=O)CC(OC(=O)C3CCCCN3C(=O)C(=O)C1(O2)O)C(C)CC4CCC(C(C4)OC)O)C)C)O)OC)C)C)C)OC. Cell line: A498. Synergy scores: CSS=23.3, Synergy_ZIP=-7.95, Synergy_Bliss=-3.68, Synergy_Loewe=-2.37, Synergy_HSA=-0.0281. (4) Drug 1: C1=NC2=C(N1)C(=S)N=C(N2)N. Drug 2: CCC1=C2CN3C(=CC4=C(C3=O)COC(=O)C4(CC)O)C2=NC5=C1C=C(C=C5)O. Cell line: U251. Synergy scores: CSS=51.3, Synergy_ZIP=-6.03, Synergy_Bliss=-2.61, Synergy_Loewe=-12.5, Synergy_HSA=2.54. (5) Drug 1: CS(=O)(=O)C1=CC(=C(C=C1)C(=O)NC2=CC(=C(C=C2)Cl)C3=CC=CC=N3)Cl. Drug 2: CN(CC1=CN=C2C(=N1)C(=NC(=N2)N)N)C3=CC=C(C=C3)C(=O)NC(CCC(=O)O)C(=O)O. Cell line: EKVX. Synergy scores: CSS=8.36, Synergy_ZIP=-3.26, Synergy_Bliss=-7.00, Synergy_Loewe=-8.50, Synergy_HSA=-5.56.